From a dataset of Reaction yield outcomes from USPTO patents with 853,638 reactions. Predict the reaction yield, written as a fraction of the theoretical maximum amount of product (1.0 means a 100% yield; for example, 0.34 means a 34% yield). (1) The reactants are I[C:2]1[CH:3]=[C:4]([Br:8])[CH:5]=[CH:6][CH:7]=1.[CH:9]#[C:10][CH2:11][CH2:12][OH:13].C(N(CC)CC)C.O. The catalyst is CN(C=O)C.[Cu]I.Cl[Pd](Cl)([P](C1C=CC=CC=1)(C1C=CC=CC=1)C1C=CC=CC=1)[P](C1C=CC=CC=1)(C1C=CC=CC=1)C1C=CC=CC=1. The product is [Br:8][C:4]1[CH:3]=[C:2]([C:9]#[C:10][CH2:11][CH2:12][OH:13])[CH:7]=[CH:6][CH:5]=1. The yield is 0.920. (2) The reactants are [CH2:1]1[C:3]2([CH2:7][C:6](=[O:8])[O:5][CH2:4]2)[CH2:2]1.CN(C)C(=O)C.[CH3:15][O-:16].[Na+].[Cl-].[NH4+]. The catalyst is CO.O. The product is [CH3:15][O:16][C:6](=[O:8])[CH2:7][C:3]1([CH2:4][OH:5])[CH2:1][CH2:2]1. The yield is 0.470. (3) The reactants are [CH2:1]([C:3]1[CH:9]=[CH:8][C:6]([NH2:7])=[CH:5][CH:4]=1)[CH3:2].S(=O)(=O)(O)O.[N+:15]([O-])([OH:17])=[O:16]. No catalyst specified. The product is [CH2:1]([C:3]1[CH:9]=[CH:8][C:6]([NH2:7])=[CH:5][C:4]=1[N+:15]([O-:17])=[O:16])[CH3:2]. The yield is 0.730.